From a dataset of NCI-60 drug combinations with 297,098 pairs across 59 cell lines. Regression. Given two drug SMILES strings and cell line genomic features, predict the synergy score measuring deviation from expected non-interaction effect. Drug 1: C1CC(CNC1)C2=CC=C(C=C2)N3C=C4C=CC=C(C4=N3)C(=O)N. Drug 2: CN1C=C(C=N1)C2=C3N=C(C(=C(N3N=C2)N)Br)C4CCCNC4. Cell line: OVCAR3. Synergy scores: CSS=52.3, Synergy_ZIP=18.6, Synergy_Bliss=18.5, Synergy_Loewe=7.98, Synergy_HSA=19.2.